Regression. Given two drug SMILES strings and cell line genomic features, predict the synergy score measuring deviation from expected non-interaction effect. From a dataset of NCI-60 drug combinations with 297,098 pairs across 59 cell lines. (1) Drug 1: CC1C(C(CC(O1)OC2CC(CC3=C2C(=C4C(=C3O)C(=O)C5=C(C4=O)C(=CC=C5)OC)O)(C(=O)CO)O)N)O.Cl. Drug 2: C1=C(C(=O)NC(=O)N1)F. Cell line: HOP-92. Synergy scores: CSS=16.8, Synergy_ZIP=-2.12, Synergy_Bliss=-3.39, Synergy_Loewe=-2.88, Synergy_HSA=-2.59. (2) Drug 1: C1=NC2=C(N1)C(=S)N=CN2. Drug 2: CN(C(=O)NC(C=O)C(C(C(CO)O)O)O)N=O. Cell line: SF-268. Synergy scores: CSS=23.5, Synergy_ZIP=-0.174, Synergy_Bliss=0.574, Synergy_Loewe=1.05, Synergy_HSA=1.22. (3) Drug 1: C1CC(C1)(C(=O)O)C(=O)O.[NH2-].[NH2-].[Pt+2]. Drug 2: C1CN(P(=O)(OC1)NCCCl)CCCl. Cell line: SK-OV-3. Synergy scores: CSS=-5.82, Synergy_ZIP=4.49, Synergy_Bliss=6.69, Synergy_Loewe=-6.92, Synergy_HSA=-4.66. (4) Drug 1: C1=NC2=C(N=C(N=C2N1C3C(C(C(O3)CO)O)O)F)N. Drug 2: CC1=C(N=C(N=C1N)C(CC(=O)N)NCC(C(=O)N)N)C(=O)NC(C(C2=CN=CN2)OC3C(C(C(C(O3)CO)O)O)OC4C(C(C(C(O4)CO)O)OC(=O)N)O)C(=O)NC(C)C(C(C)C(=O)NC(C(C)O)C(=O)NCCC5=NC(=CS5)C6=NC(=CS6)C(=O)NCCC[S+](C)C)O. Cell line: UO-31. Synergy scores: CSS=23.0, Synergy_ZIP=-5.92, Synergy_Bliss=0.648, Synergy_Loewe=-6.92, Synergy_HSA=1.35.